Dataset: TCR-epitope binding with 47,182 pairs between 192 epitopes and 23,139 TCRs. Task: Binary Classification. Given a T-cell receptor sequence (or CDR3 region) and an epitope sequence, predict whether binding occurs between them. (1) The epitope is NLSALGIFST. The TCR CDR3 sequence is CASSLGETQYF. Result: 1 (the TCR binds to the epitope). (2) The epitope is GTSGSPIVNR. The TCR CDR3 sequence is CASSFPSGGRIDTQYF. Result: 0 (the TCR does not bind to the epitope). (3) The epitope is RAKFKQLL. The TCR CDR3 sequence is CASSFSGATHNEQFF. Result: 1 (the TCR binds to the epitope). (4) The epitope is KLGGALQAK. The TCR CDR3 sequence is CASSYTAGELFF. Result: 1 (the TCR binds to the epitope). (5) The epitope is LPRRSGAAGA. The TCR CDR3 sequence is CASSLAVRNNEQFF. Result: 1 (the TCR binds to the epitope).